Dataset: Reaction yield outcomes from USPTO patents with 853,638 reactions. Task: Predict the reaction yield, written as a fraction of the theoretical maximum amount of product (1.0 means a 100% yield; for example, 0.34 means a 34% yield). The reactants are [N:1]1[C:8]([Cl:9])=[N:7][C:5]([Cl:6])=[N:4][C:2]=1[Cl:3].[Cl-].[Al+3].[Cl-].[Cl-].[OH-].[Na+].[C:16]1([CH3:23])[CH:21]=[CH:20][CH:19]=[C:18]([CH3:22])[CH:17]=1. The catalyst is ClC1C=CC=CC=1. The product is [N:1]1[C:8]([Cl:9])=[N:7][C:5]([Cl:6])=[N:4][C:2]=1[Cl:3].[Cl:3][C:2]1[N:4]=[C:5]([C:21]2[CH:20]=[CH:19][C:18]([CH3:22])=[CH:17][C:16]=2[CH3:23])[N:7]=[C:8]([C:21]2[CH:20]=[CH:19][C:18]([CH3:22])=[CH:17][C:16]=2[CH3:23])[N:1]=1.[CH3:23][C:16]1[CH:17]=[C:18]([CH3:22])[CH:19]=[CH:20][C:21]=1[C:2]1[N:4]=[C:5]([C:21]2[CH:20]=[CH:19][C:18]([CH3:22])=[CH:17][C:16]=2[CH3:23])[N:7]=[C:8]([C:21]2[CH:20]=[CH:19][C:18]([CH3:22])=[CH:17][C:16]=2[CH3:23])[N:1]=1. The yield is 0.910.